This data is from Peptide-MHC class II binding affinity with 134,281 pairs from IEDB. The task is: Regression. Given a peptide amino acid sequence and an MHC pseudo amino acid sequence, predict their binding affinity value. This is MHC class II binding data. (1) The peptide sequence is GAMRVTKDTNDNNLY. The MHC is DRB1_0801 with pseudo-sequence DRB1_0801. The binding affinity (normalized) is 0.165. (2) The peptide sequence is CTGMLKRRLGLMSLS. The binding affinity (normalized) is 0.948. The MHC is DRB1_0802 with pseudo-sequence DRB1_0802. (3) The peptide sequence is VWGIKQLQARVLAVERYLKD. The MHC is DRB1_1101 with pseudo-sequence DRB1_1101. The binding affinity (normalized) is 0.428. (4) The peptide sequence is YDKFLANVSHVLTGK. The MHC is DRB1_0405 with pseudo-sequence DRB1_0405. The binding affinity (normalized) is 0.546. (5) The peptide sequence is TDLQYFRTACNPRGR. The MHC is DRB1_1501 with pseudo-sequence DRB1_1501. The binding affinity (normalized) is 0.618. (6) The peptide sequence is SGDAMARNISSRTLE. The MHC is H-2-IAb with pseudo-sequence H-2-IAb. The binding affinity (normalized) is 0.207.